Dataset: Full USPTO retrosynthesis dataset with 1.9M reactions from patents (1976-2016). Task: Predict the reactants needed to synthesize the given product. (1) The reactants are: O.ON1C2C=CC=CC=2N=N1.C([NH:19][C@H:20]([C:24]([OH:26])=O)[C@@H:21]([CH3:23])[OH:22])(OC(C)(C)C)=O.CN1CCOCC1.[CH2:34]([NH2:42])[CH2:35][CH2:36][CH2:37][CH2:38][CH2:39][CH2:40][CH3:41]. Given the product [NH2:19][C@@H:20]([C@H:21]([OH:22])[CH3:23])[C:24]([NH:42][CH2:34][CH2:35][CH2:36][CH2:37][CH2:38][CH2:39][CH2:40][CH3:41])=[O:26], predict the reactants needed to synthesize it. (2) The reactants are: [CH2:1]([N:3]1[C:10]2[CH:11]=[CH:12][C:13]([N+:15]([O-])=O)=[CH:14][C:9]=2[O:8][C:5]2([CH2:7][CH2:6]2)[C:4]1=[O:18])[CH3:2].[Sn](Cl)Cl. Given the product [NH2:15][C:13]1[CH:12]=[CH:11][C:10]2[N:3]([CH2:1][CH3:2])[C:4](=[O:18])[C:5]3([O:8][C:9]=2[CH:14]=1)[CH2:6][CH2:7]3, predict the reactants needed to synthesize it. (3) Given the product [CH2:13]([C:15]1[N:16]([C:40]2[CH:41]=[N:42][C:43]([O:46][CH:47]([CH3:49])[CH3:48])=[CH:44][CH:45]=2)[C:17](=[O:39])[C:18]([CH2:24][C:25]2[CH:26]=[CH:27][C:28]([C:31]3[CH:36]=[CH:35][CH:34]=[CH:33][C:32]=3[C:37]3[NH:3][C:4](=[O:7])[O:5][N:38]=3)=[CH:29][CH:30]=2)=[C:19]([CH2:21][CH2:22][CH3:23])[N:20]=1)[CH3:14], predict the reactants needed to synthesize it. The reactants are: [Cl-].O[NH3+:3].[C:4](=[O:7])([O-])[OH:5].[Na+].CS(C)=O.[CH2:13]([C:15]1[N:16]([C:40]2[CH:41]=[N:42][C:43]([O:46][CH:47]([CH3:49])[CH3:48])=[CH:44][CH:45]=2)[C:17](=[O:39])[C:18]([CH2:24][C:25]2[CH:30]=[CH:29][C:28]([C:31]3[C:32]([C:37]#[N:38])=[CH:33][CH:34]=[CH:35][CH:36]=3)=[CH:27][CH:26]=2)=[C:19]([CH2:21][CH2:22][CH3:23])[N:20]=1)[CH3:14]. (4) Given the product [CH3:19][C:17]1[N:18]=[C:14]([C:8]2[N:7]=[C:6]3[N:10]([CH2:11][CH2:12][O:13][C:4]4[CH:3]=[C:2]([N:27]5[CH2:34][CH2:33][CH2:32][C@H:28]5[C:29]([OH:31])=[O:30])[CH:26]=[CH:25][C:5]=43)[CH:9]=2)[N:15]([CH2:20][C:21]([F:23])([F:22])[F:24])[N:16]=1, predict the reactants needed to synthesize it. The reactants are: Br[C:2]1[CH:26]=[CH:25][C:5]2[C:6]3[N:10]([CH2:11][CH2:12][O:13][C:4]=2[CH:3]=1)[CH:9]=[C:8]([C:14]1[N:15]([CH2:20][C:21]([F:24])([F:23])[F:22])[N:16]=[C:17]([CH3:19])[N:18]=1)[N:7]=3.[NH:27]1[CH2:34][CH2:33][CH2:32][C@H:28]1[C:29]([OH:31])=[O:30]. (5) Given the product [C:1]([NH:9][C:10]1[CH:19]=[C:18]([C:20]2[C:29]3[C:24](=[CH:25][C:26]([O:35][CH2:36][CH3:37])=[C:27]4[O:32][C:31]([CH3:33])([CH3:34])[CH2:30][C:28]4=3)[CH2:23][C:22]([CH3:38])([CH3:39])[N:21]=2)[CH:17]=[CH:16][C:11]=1[C:12]([OH:14])=[O:13])(=[O:8])[C:2]1[CH:7]=[CH:6][CH:5]=[CH:4][CH:3]=1, predict the reactants needed to synthesize it. The reactants are: [C:1]([NH:9][C:10]1[CH:19]=[C:18]([C:20]2[C:29]3[C:24](=[CH:25][C:26]([O:35][CH2:36][CH3:37])=[C:27]4[O:32][C:31]([CH3:34])([CH3:33])[CH2:30][C:28]4=3)[CH2:23][C:22]([CH3:39])([CH3:38])[N:21]=2)[CH:17]=[CH:16][C:11]=1[C:12]([O:14]C)=[O:13])(=[O:8])[C:2]1[CH:7]=[CH:6][CH:5]=[CH:4][CH:3]=1.[OH-].[Na+].Cl. (6) Given the product [C:1]([C:3]1([C:9]2[CH:10]=[C:11]([CH:16]=[CH:17][CH:18]=2)[C:12]([OH:14])=[O:13])[CH2:8][CH2:7][O:6][CH2:5][CH2:4]1)#[N:2], predict the reactants needed to synthesize it. The reactants are: [C:1]([C:3]1([C:9]2[CH:10]=[C:11]([CH:16]=[CH:17][CH:18]=2)[C:12]([O:14]C)=[O:13])[CH2:8][CH2:7][O:6][CH2:5][CH2:4]1)#[N:2].[OH-].[Li+].CO.O. (7) Given the product [Cl:1][C:2]1[CH:10]=[C:9]2[C:5]([CH:6]([C:19]3[CH:20]=[CH:21][CH:22]=[CH:23][CH:24]=3)[CH2:7][CH:8]2[N:11]2[CH2:16][CH2:15][NH:14][C:13]([CH3:18])([CH3:17])[CH2:12]2)=[CH:4][CH:3]=1.[C:25]([OH:34])(=[O:33])[C@H:26]([C@@H:28]([C:30]([OH:32])=[O:31])[OH:29])[OH:27], predict the reactants needed to synthesize it. The reactants are: [Cl:1][C:2]1[CH:10]=[C:9]2[C:5]([C@H:6]([C:19]3[CH:24]=[CH:23][CH:22]=[CH:21][CH:20]=3)[CH2:7][C@H:8]2[N:11]2[CH2:16][CH2:15][NH:14][C:13]([CH3:18])([CH3:17])[CH2:12]2)=[CH:4][CH:3]=1.[C:25]([OH:34])(=[O:33])[C@H:26]([C@@H:28]([C:30]([OH:32])=[O:31])[OH:29])[OH:27]. (8) Given the product [CH3:31][C:32]1[CH:37]=[C:36]([CH3:38])[CH:35]=[CH:34][C:33]=1[N:39]([CH2:52][CH:53]([CH3:55])[CH3:54])[S:40]([C:43]1[CH:48]=[CH:47][C:46]([CH:49]([OH:50])[CH2:51][CH2:1][C:2]2[N:3]=[N:4][N:5]([C:7]([C:8]3[CH:13]=[CH:12][CH:11]=[CH:10][CH:9]=3)([C:14]3[CH:15]=[CH:16][CH:17]=[CH:18][CH:19]=3)[C:20]3[CH:25]=[CH:24][CH:23]=[CH:22][CH:21]=3)[N:6]=2)=[CH:45][CH:44]=1)(=[O:42])=[O:41], predict the reactants needed to synthesize it. The reactants are: [CH3:1][C:2]1[N:3]=[N:4][N:5]([C:7]([C:20]2[CH:25]=[CH:24][CH:23]=[CH:22][CH:21]=2)([C:14]2[CH:19]=[CH:18][CH:17]=[CH:16][CH:15]=2)[C:8]2[CH:13]=[CH:12][CH:11]=[CH:10][CH:9]=2)[N:6]=1.[Li]CCCC.[CH3:31][C:32]1[CH:37]=[C:36]([CH3:38])[CH:35]=[CH:34][C:33]=1[N:39]([CH2:52][CH:53]([CH3:55])[CH3:54])[S:40]([C:43]1[CH:48]=[CH:47][C:46]([CH:49]2[CH2:51][O:50]2)=[CH:45][CH:44]=1)(=[O:42])=[O:41].